From a dataset of NCI-60 drug combinations with 297,098 pairs across 59 cell lines. Regression. Given two drug SMILES strings and cell line genomic features, predict the synergy score measuring deviation from expected non-interaction effect. (1) Drug 1: CCCCC(=O)OCC(=O)C1(CC(C2=C(C1)C(=C3C(=C2O)C(=O)C4=C(C3=O)C=CC=C4OC)O)OC5CC(C(C(O5)C)O)NC(=O)C(F)(F)F)O. Drug 2: C1=NNC2=C1C(=O)NC=N2. Cell line: HOP-62. Synergy scores: CSS=59.4, Synergy_ZIP=-1.67, Synergy_Bliss=-5.65, Synergy_Loewe=-17.6, Synergy_HSA=-9.10. (2) Drug 1: C1=CC(=CC=C1C#N)C(C2=CC=C(C=C2)C#N)N3C=NC=N3. Drug 2: C1=CC=C(C=C1)NC(=O)CCCCCCC(=O)NO. Cell line: EKVX. Synergy scores: CSS=2.16, Synergy_ZIP=-4.29, Synergy_Bliss=-6.58, Synergy_Loewe=-5.75, Synergy_HSA=-5.41. (3) Drug 1: CC=C1C(=O)NC(C(=O)OC2CC(=O)NC(C(=O)NC(CSSCCC=C2)C(=O)N1)C(C)C)C(C)C. Drug 2: C1CC(=O)NC(=O)C1N2C(=O)C3=CC=CC=C3C2=O. Cell line: MCF7. Synergy scores: CSS=35.9, Synergy_ZIP=0.124, Synergy_Bliss=-1.42, Synergy_Loewe=-2.14, Synergy_HSA=-2.14. (4) Drug 1: CN1C(=O)N2C=NC(=C2N=N1)C(=O)N. Drug 2: N.N.Cl[Pt+2]Cl. Cell line: SK-MEL-28. Synergy scores: CSS=16.3, Synergy_ZIP=-12.2, Synergy_Bliss=-7.34, Synergy_Loewe=-24.0, Synergy_HSA=-7.23. (5) Drug 1: C1CC(=O)NC(=O)C1N2CC3=C(C2=O)C=CC=C3N. Drug 2: C1=NC2=C(N=C(N=C2N1C3C(C(C(O3)CO)O)O)F)N. Cell line: SK-OV-3. Synergy scores: CSS=5.70, Synergy_ZIP=-3.61, Synergy_Bliss=-2.83, Synergy_Loewe=-4.36, Synergy_HSA=-4.31. (6) Drug 1: CC1=C(C(CCC1)(C)C)C=CC(=CC=CC(=CC(=O)O)C)C. Drug 2: CCN(CC)CCNC(=O)C1=C(NC(=C1C)C=C2C3=C(C=CC(=C3)F)NC2=O)C. Cell line: UACC-257. Synergy scores: CSS=1.21, Synergy_ZIP=4.00, Synergy_Bliss=0.470, Synergy_Loewe=-1.88, Synergy_HSA=-0.964.